This data is from Serine/threonine kinase 33 screen with 319,792 compounds. The task is: Binary Classification. Given a drug SMILES string, predict its activity (active/inactive) in a high-throughput screening assay against a specified biological target. The drug is S(=O)(=O)(N1CCC(CC1)C(=O)NNC(=O)C1CC1)c1cc(ccc1)C(F)(F)F. The result is 0 (inactive).